This data is from Full USPTO retrosynthesis dataset with 1.9M reactions from patents (1976-2016). The task is: Predict the reactants needed to synthesize the given product. The reactants are: FC(F)(F)C(O)=O.C(OC(=O)[NH:14][C@@H:15]([CH3:32])[CH2:16][O:17][C:18]1[CH:23]=[CH:22][C:21]([Cl:24])=[CH:20][C:19]=1[C:25]([CH3:31])([CH3:30])[C:26]([F:29])([F:28])[F:27])(C)(C)C.[OH-].[Na+]. Given the product [Cl:24][C:21]1[CH:22]=[CH:23][C:18]([O:17][CH2:16][C@@H:15]([NH2:14])[CH3:32])=[C:19]([C:25]([CH3:30])([CH3:31])[C:26]([F:27])([F:28])[F:29])[CH:20]=1, predict the reactants needed to synthesize it.